From a dataset of Peptide-MHC class I binding affinity with 185,985 pairs from IEDB/IMGT. Regression. Given a peptide amino acid sequence and an MHC pseudo amino acid sequence, predict their binding affinity value. This is MHC class I binding data. (1) The peptide sequence is YAPVSPIVI. The MHC is Mamu-A01 with pseudo-sequence Mamu-A01. The binding affinity (normalized) is 0.469. (2) The peptide sequence is KLFIRQEEV. The MHC is HLA-A26:01 with pseudo-sequence HLA-A26:01. The binding affinity (normalized) is 0.0847. (3) The peptide sequence is HLKEKSSLR. The MHC is HLA-A31:01 with pseudo-sequence HLA-A31:01. The binding affinity (normalized) is 0.601. (4) The peptide sequence is TMKFKGTVD. The MHC is HLA-A01:01 with pseudo-sequence HLA-A01:01. The binding affinity (normalized) is 0.0847. (5) The peptide sequence is RVDFCGKGY. The MHC is HLA-A01:01 with pseudo-sequence HLA-A01:01. The binding affinity (normalized) is 0.369. (6) The MHC is HLA-A02:06 with pseudo-sequence HLA-A02:06. The peptide sequence is IVNRNRQGY. The binding affinity (normalized) is 0. (7) The MHC is HLA-A68:01 with pseudo-sequence HLA-A68:01. The peptide sequence is IITSTKTIEY. The binding affinity (normalized) is 0.200. (8) The peptide sequence is AAICTHLEV. The MHC is HLA-A02:03 with pseudo-sequence HLA-A02:03. The binding affinity (normalized) is 0.345.